Dataset: Forward reaction prediction with 1.9M reactions from USPTO patents (1976-2016). Task: Predict the product of the given reaction. (1) Given the reactants [OH:1][C:2]([CH3:20])([CH3:19])[CH2:3][CH2:4][O:5][C@H:6]([C@@H:8]1[C@:16]2([CH3:17])[C@H:11]([C@@H:12]([OH:18])[CH2:13][CH2:14][CH2:15]2)[CH2:10][CH2:9]1)[CH3:7].[Cr](O[Cr]([O-])(=O)=O)([O-])(=O)=O.[NH+]1C=CC=CC=1.[NH+]1C=CC=CC=1.C1(C)C=CC(S([O-])(=O)=O)=CC=1.[NH+]1C=CC=CC=1, predict the reaction product. The product is: [OH:1][C:2]([CH3:19])([CH3:20])[CH2:3][CH2:4][O:5][C@H:6]([C@@H:8]1[C@:16]2([CH3:17])[C@H:11]([C:12](=[O:18])[CH2:13][CH2:14][CH2:15]2)[CH2:10][CH2:9]1)[CH3:7]. (2) Given the reactants [H-].[Al+3].[Li+].[H-].[H-].[H-].[C:7]([O:11][C:12](=[O:44])[CH2:13][C@H:14]([NH:21][S:22]([C:25]1[CH:30]=[CH:29][CH:28]=[CH:27][C:26]=1[O:31][CH2:32][CH2:33][C:34]1[C:43]2[C:38](=[CH:39][CH:40]=[CH:41][CH:42]=2)[CH:37]=[N:36][CH:35]=1)(=[O:24])=[O:23])[C:15](N(OC)C)=[O:16])([CH3:10])([CH3:9])[CH3:8].C1COCC1.C(OCC)C, predict the reaction product. The product is: [C:7]([O:11][C:12](=[O:44])[CH2:13][C@H:14]([NH:21][S:22]([C:25]1[CH:30]=[CH:29][CH:28]=[CH:27][C:26]=1[O:31][CH2:32][CH2:33][C:34]1[C:43]2[C:38](=[CH:39][CH:40]=[CH:41][CH:42]=2)[CH:37]=[N:36][CH:35]=1)(=[O:24])=[O:23])[CH:15]=[O:16])([CH3:10])([CH3:8])[CH3:9].